This data is from Full USPTO retrosynthesis dataset with 1.9M reactions from patents (1976-2016). The task is: Predict the reactants needed to synthesize the given product. (1) Given the product [C:62]([O:61][C:59]([N:58]1[C:57]2[CH:66]=[CH:67][CH:68]=[CH:69][C:56]=2[N:55]=[C:54]1[C:52]1[CH:53]=[C:48]([N:78]2[CH2:79][CH2:80][C:75]3([O:74][CH2:73][CH2:72][O:71]3)[CH2:76][CH2:77]2)[CH:49]=[CH:50][C:51]=1[Cl:70])=[O:60])([CH3:65])([CH3:64])[CH3:63], predict the reactants needed to synthesize it. The reactants are: C1C=CC(P(C2C(C3C(P(C4C=CC=CC=4)C4C=CC=CC=4)=CC=C4C=3C=CC=C4)=C3C(C=CC=C3)=CC=2)C2C=CC=CC=2)=CC=1.Br[C:48]1[CH:49]=[CH:50][C:51]([Cl:70])=[C:52]([C:54]2[N:58]([C:59]([O:61][C:62]([CH3:65])([CH3:64])[CH3:63])=[O:60])[C:57]3[CH:66]=[CH:67][CH:68]=[CH:69][C:56]=3[N:55]=2)[CH:53]=1.[O:71]1[C:75]2([CH2:80][CH2:79][NH:78][CH2:77][CH2:76]2)[O:74][CH2:73][CH2:72]1.C([O-])([O-])=O.[Cs+].[Cs+]. (2) Given the product [C:1]([C:5]1[N:9]([CH2:10][CH:11]2[CH2:16][CH2:15][O:14][CH2:13][CH2:12]2)[C:8]2[CH:17]=[CH:18][C:19]([S:21]([N:25]3[CH2:30][CH2:29][CH2:28][C@@H:27]([C:31]([O:33][CH2:34][CH3:35])=[O:32])[CH2:26]3)(=[O:23])=[O:22])=[CH:20][C:7]=2[N:6]=1)([CH3:4])([CH3:3])[CH3:2], predict the reactants needed to synthesize it. The reactants are: [C:1]([C:5]1[N:9]([CH2:10][CH:11]2[CH2:16][CH2:15][O:14][CH2:13][CH2:12]2)[C:8]2[CH:17]=[CH:18][C:19]([S:21](Cl)(=[O:23])=[O:22])=[CH:20][C:7]=2[N:6]=1)([CH3:4])([CH3:3])[CH3:2].[NH:25]1[CH2:30][CH2:29][CH2:28][C@@H:27]([C:31]([O:33][CH2:34][CH3:35])=[O:32])[CH2:26]1.CCN(C(C)C)C(C)C. (3) Given the product [OH:8][N:9]1[C:15](=[O:16])[N:14]2[CH2:17][C@H:10]1[CH2:11][CH2:12][C@H:13]2[C:18]([NH:20][NH:21][C:22](=[O:25])[CH2:23][CH3:24])=[O:19], predict the reactants needed to synthesize it. The reactants are: C([O:8][N:9]1[C:15](=[O:16])[N:14]2[CH2:17][C@H:10]1[CH2:11][CH2:12][C@H:13]2[C:18]([NH:20][NH:21][C:22](=[O:25])[CH2:23][CH3:24])=[O:19])C1C=CC=CC=1. (4) The reactants are: [CH2:1]([O:4][C:5]([C@@H:7]1[CH2:12][CH2:11][N:10](C(OC(C)(C)C)=O)[CH2:9][C@H:8]1[C:20]([O:22][CH2:23][CH3:24])=[O:21])=[O:6])[CH:2]=[CH2:3].C(O)(C(F)(F)F)=O. Given the product [CH2:1]([O:4][C:5]([C@@H:7]1[CH2:12][CH2:11][NH:10][CH2:9][C@H:8]1[C:20]([O:22][CH2:23][CH3:24])=[O:21])=[O:6])[CH:2]=[CH2:3], predict the reactants needed to synthesize it. (5) Given the product [CH2:1]([O:8][C:9]1[C:18]2[C:13](=[CH:14][CH:15]=[C:16]([F:19])[CH:17]=2)[CH:12]=[C:11]([CH:20]=[O:21])[C:10]=1[CH3:22])[C:2]1[CH:3]=[CH:4][CH:5]=[CH:6][CH:7]=1, predict the reactants needed to synthesize it. The reactants are: [CH2:1]([O:8][C:9]1[C:18]2[C:13](=[CH:14][CH:15]=[C:16]([F:19])[CH:17]=2)[CH:12]=[C:11]([CH2:20][OH:21])[C:10]=1[CH3:22])[C:2]1[CH:7]=[CH:6][CH:5]=[CH:4][CH:3]=1.[Cr](Cl)([O-])(=O)=O.[NH+]1C=CC=CC=1. (6) Given the product [Cl:1][C:2]1[C:3]2[N:4]([C:23]([CH2:24][CH:25]3[CH2:27][CH2:26]3)=[N:22][N:21]=2)[N:5]=[CH:6][C:7]=1[N:8]1[CH2:13][CH2:12][CH:11]([C:14]2[CH:19]=[CH:18][CH:17]=[CH:16][C:15]=2[F:20])[CH2:10][CH2:9]1, predict the reactants needed to synthesize it. The reactants are: [Cl:1][C:2]1[C:7]([N:8]2[CH2:13][CH2:12][CH:11]([C:14]3[CH:19]=[CH:18][CH:17]=[CH:16][C:15]=3[F:20])[CH2:10][CH2:9]2)=[CH:6][N:5]=[N:4][C:3]=1[NH:21][NH:22][C:23](=O)[CH2:24][CH:25]1[CH2:27][CH2:26]1.P(Cl)(Cl)(Cl)=O. (7) Given the product [O:1]([CH2:8][CH2:9][C:10]([NH:13][C:14]1[N:19]=[N:18][C:17]([N:20]2[CH2:21][CH2:22][N:23]([C:26](=[O:27])[C:28]3[CH:33]=[CH:32][CH:31]=[CH:30][C:29]=3[C:34]([F:37])([F:36])[F:35])[CH2:24][CH2:25]2)=[CH:16][CH:15]=1)=[O:12])[C:2]1[CH:3]=[CH:4][CH:5]=[CH:6][CH:7]=1, predict the reactants needed to synthesize it. The reactants are: [O:1]([CH2:8][CH2:9][C:10]([OH:12])=O)[C:2]1[CH:7]=[CH:6][CH:5]=[CH:4][CH:3]=1.[NH2:13][C:14]1[N:19]=[N:18][C:17]([N:20]2[CH2:25][CH2:24][N:23]([C:26]([C:28]3[CH:33]=[CH:32][CH:31]=[CH:30][C:29]=3[C:34]([F:37])([F:36])[F:35])=[O:27])[CH2:22][CH2:21]2)=[CH:16][CH:15]=1. (8) Given the product [F:1][C:2]1[CH:31]=[C:30]([F:32])[CH:29]=[CH:28][C:3]=1[CH2:4][N:39]1[C:34](=[O:33])[CH:35]=[CH:36][C:37]([C:40]([O:42][CH3:43])=[O:41])=[N:38]1, predict the reactants needed to synthesize it. The reactants are: [F:1][C:2]1[CH:31]=[C:30]([F:32])[CH:29]=[CH:28][C:3]=1[CH2:4]N1C(=O)C=CC(CC2C3C(=CC=CC=3)N(CC(OC)=O)C=2C)=C1.[O:33]=[C:34]1[NH:39][N:38]=[C:37]([C:40]([O:42][CH3:43])=[O:41])[CH:36]=[CH:35]1.C(=O)([O-])[O-].[K+].[K+].FC1C=C(F)C=CC=1CBr.